From a dataset of Reaction yield outcomes from USPTO patents with 853,638 reactions. Predict the reaction yield, written as a fraction of the theoretical maximum amount of product (1.0 means a 100% yield; for example, 0.34 means a 34% yield). The reactants are Br[C:2]1[CH:10]=[C:9]2[C:5]([C:6]3[CH2:17][N:16]4[CH:12]([CH2:13][CH2:14][CH2:15]4)[CH2:11][C:7]=3[NH:8]2)=[CH:4][CH:3]=1.[Cl:18][C:19]1[CH:33]=[CH:32][C:22]([CH2:23][O:24][C:25]2[CH:30]=[CH:29][NH:28][C:27](=[O:31])[CH:26]=2)=[C:21]([F:34])[CH:20]=1. No catalyst specified. The product is [ClH:18].[Cl:18][C:19]1[CH:33]=[CH:32][C:22]([CH2:23][O:24][C:25]2[CH:30]=[CH:29][N:28]([C:2]3[CH:10]=[C:9]4[C:5]([C:6]5[CH2:17][N:16]6[CH:12]([CH2:13][CH2:14][CH2:15]6)[CH2:11][C:7]=5[NH:8]4)=[CH:4][CH:3]=3)[C:27](=[O:31])[CH:26]=2)=[C:21]([F:34])[CH:20]=1. The yield is 0.200.